This data is from Reaction yield outcomes from USPTO patents with 853,638 reactions. The task is: Predict the reaction yield, written as a fraction of the theoretical maximum amount of product (1.0 means a 100% yield; for example, 0.34 means a 34% yield). (1) The reactants are [OH:1][C:2]1[CH:9]=[CH:8][C:7]([N+:10]([O-:12])=[O:11])=[CH:6][C:3]=1[CH:4]=[O:5].[BH4-].[Na+].Cl. The catalyst is [OH-].[Na+].CO. The product is [OH:5][CH2:4][C:3]1[CH:6]=[C:7]([N+:10]([O-:12])=[O:11])[CH:8]=[CH:9][C:2]=1[OH:1]. The yield is 1.00. (2) The reactants are Br[C:2]1[N:3]([CH2:21][CH:22]([O:25][CH3:26])[O:23][CH3:24])[C:4]2[C:9]([C:10]=1[CH:11]1[CH2:16][CH2:15][CH2:14][CH2:13][CH2:12]1)=[CH:8][CH:7]=[C:6]([C:17]([O:19][CH3:20])=[O:18])[CH:5]=2.[CH:27]([C:29]1[CH:34]=[CH:33][CH:32]=[CH:31][C:30]=1B(O)O)=[O:28]. The catalyst is O1CCOCC1.C([O-])([O-])=O.[Na+].[Na+].C1C=CC(P(C2C=CC=CC=2)C2C=CC=CC=2)=CC=1.C1C=CC(P(C2C=CC=CC=2)C2C=CC=CC=2)=CC=1.Cl[Pd]Cl. The product is [CH:11]1([C:10]2[C:9]3[C:4](=[CH:5][C:6]([C:17]([O:19][CH3:20])=[O:18])=[CH:7][CH:8]=3)[N:3]([CH2:21][CH:22]([O:25][CH3:26])[O:23][CH3:24])[C:2]=2[C:30]2[CH:31]=[CH:32][CH:33]=[CH:34][C:29]=2[CH:27]=[O:28])[CH2:16][CH2:15][CH2:14][CH2:13][CH2:12]1. The yield is 0.850. (3) The reactants are [OH-:1].[Na+].[Br:3][C:4]1[C:9]([O:10][CH3:11])=[CH:8][C:7]([C:12]([CH3:16])([CH3:15])[C:13]#N)=[CH:6][C:5]=1[O:17][CH3:18].Cl.C(O)C.C[OH:24]. The catalyst is CCOCC. The product is [Br:3][C:4]1[C:9]([O:10][CH3:11])=[CH:8][C:7]([C:12]([CH3:16])([CH3:15])[C:13]([OH:24])=[O:1])=[CH:6][C:5]=1[O:17][CH3:18]. The yield is 0.780. (4) The reactants are [Br:1][C:2]1[CH:7]=[CH:6][C:5]([CH2:8]Br)=[CH:4][CH:3]=1.[C:10]([C:12]1[CH:17]=[CH:16][C:15](B(O)O)=[CH:14][CH:13]=1)#[N:11].O.P([O-])([O-])([O-])=O.[K+].[K+].[K+]. The catalyst is C1(C)C=CC=CC=1.C1C=CC([P]([Pd]([P](C2C=CC=CC=2)(C2C=CC=CC=2)C2C=CC=CC=2)([P](C2C=CC=CC=2)(C2C=CC=CC=2)C2C=CC=CC=2)[P](C2C=CC=CC=2)(C2C=CC=CC=2)C2C=CC=CC=2)(C2C=CC=CC=2)C2C=CC=CC=2)=CC=1. The product is [Br:1][C:2]1[CH:7]=[CH:6][C:5]([CH2:8][C:15]2[CH:16]=[CH:17][C:12]([C:10]#[N:11])=[CH:13][CH:14]=2)=[CH:4][CH:3]=1. The yield is 0.170. (5) The reactants are [NH2:1][CH:2]([CH:6]1[CH2:11][CH2:10][O:9][CH2:8][CH2:7]1)[C:3]([OH:5])=[O:4].[F:12][C:13]([F:31])([F:30])[C:14]([O:17][C:18](=O)[O:19]C1C=CC([N+]([O-])=O)=CC=1)([CH3:16])[CH3:15].CCN(C(C)C)C(C)C. The catalyst is CC#N.O. The product is [O:9]1[CH2:8][CH2:7][CH:6]([CH:2]([NH:1][C:18]([O:17][C:14]([CH3:16])([CH3:15])[C:13]([F:31])([F:30])[F:12])=[O:19])[C:3]([OH:5])=[O:4])[CH2:11][CH2:10]1. The yield is 0.700. (6) The product is [F:1][C:2]1[CH:3]=[C:4]([C:9]2[CH:14]=[CH:13][C:12]([C:15]([F:16])([F:17])[F:18])=[C:11]([F:19])[CH:10]=2)[CH:5]=[CH:6][C:7]=1[NH:8][C:21]([NH2:22])=[S:20]. The catalyst is O1CCCC1.Cl. The reactants are [F:1][C:2]1[CH:3]=[C:4]([C:9]2[CH:14]=[CH:13][C:12]([C:15]([F:18])([F:17])[F:16])=[C:11]([F:19])[CH:10]=2)[CH:5]=[CH:6][C:7]=1[NH2:8].[S-:20][C:21]#[N:22].[NH4+]. The yield is 0.250. (7) The reactants are C([O:8][C:9]1[C:17]2[N:16]=[C:15]([CH3:18])[N:14]([S:19]([C:22]3[CH:27]=[CH:26][C:25]([CH3:28])=[CH:24][CH:23]=3)(=[O:21])=[O:20])[C:13]=2[CH:12]=[C:11]([C:29]([N:31]([CH3:33])[CH3:32])=[O:30])[CH:10]=1)C1C=CC=CC=1. The catalyst is [Pd].O1CCCC1. The product is [OH:8][C:9]1[C:17]2[N:16]=[C:15]([CH3:18])[N:14]([S:19]([C:22]3[CH:23]=[CH:24][C:25]([CH3:28])=[CH:26][CH:27]=3)(=[O:21])=[O:20])[C:13]=2[CH:12]=[C:11]([C:29]([N:31]([CH3:33])[CH3:32])=[O:30])[CH:10]=1. The yield is 0.980. (8) The reactants are [CH2:1]([N:5]1[C:14]2[C:9](=[N:10][CH:11]=[C:12]([CH2:15][C:16]3[CH:21]=[CH:20][C:19]([F:22])=[CH:18][CH:17]=3)[CH:13]=2)[C:8]([OH:23])=[C:7]([C:24](OCC)=[O:25])[C:6]1=[O:29])[CH2:2][CH2:3][CH3:4].[NH2:30][CH2:31][CH2:32][OH:33]. No catalyst specified. The product is [CH2:1]([N:5]1[C:14]2[C:9](=[N:10][CH:11]=[C:12]([CH2:15][C:16]3[CH:21]=[CH:20][C:19]([F:22])=[CH:18][CH:17]=3)[CH:13]=2)[C:8]([OH:23])=[C:7]([C:24]([NH:30][CH2:31][CH2:32][OH:33])=[O:25])[C:6]1=[O:29])[CH2:2][CH2:3][CH3:4]. The yield is 0.430. (9) The reactants are [NH:1]([C:3]1[CH:8]=[CH:7][C:6]([O:9][CH3:10])=[CH:5][N:4]=1)[NH2:2].O=[CH:12][C:13]([O:15][CH2:16][CH3:17])=[O:14].C(OI(C1C=CC=CC=1)OC(=O)C)(=O)C. No catalyst specified. The product is [CH3:10][O:9][C:6]1[CH:7]=[CH:8][C:3]2[N:4]([C:12]([C:13]([O:15][CH2:16][CH3:17])=[O:14])=[N:2][N:1]=2)[CH:5]=1. The yield is 0.870.